Dataset: Peptide-MHC class II binding affinity with 134,281 pairs from IEDB. Task: Regression. Given a peptide amino acid sequence and an MHC pseudo amino acid sequence, predict their binding affinity value. This is MHC class II binding data. (1) The peptide sequence is PNITATYGDKWLDAK. The MHC is DRB1_0405 with pseudo-sequence DRB1_0405. The binding affinity (normalized) is 0.0746. (2) The peptide sequence is RQAGVQYSRA. The MHC is HLA-DQA10301-DQB10301 with pseudo-sequence HLA-DQA10301-DQB10301. The binding affinity (normalized) is 0.540. (3) The binding affinity (normalized) is 0.991. The MHC is DRB1_0101 with pseudo-sequence DRB1_0101. The peptide sequence is VCGVSAARLTPCGTG. (4) The peptide sequence is YHFDLSGHAFGAMAK. The MHC is HLA-DPA10301-DPB10402 with pseudo-sequence HLA-DPA10301-DPB10402. The binding affinity (normalized) is 0.173. (5) The binding affinity (normalized) is 0.0846. The peptide sequence is DLGRNEVVNDVSTFS. The MHC is HLA-DPA10201-DPB10101 with pseudo-sequence HLA-DPA10201-DPB10101. (6) The peptide sequence is VATLSEALRIIAGTLEVHAV. The MHC is DRB1_0901 with pseudo-sequence DRB1_0901. The binding affinity (normalized) is 0.613.